From a dataset of Full USPTO retrosynthesis dataset with 1.9M reactions from patents (1976-2016). Predict the reactants needed to synthesize the given product. (1) Given the product [CH:29]([C:27]1[CH:26]=[CH:25][C:24]([O:32][CH3:33])=[C:23]([C:12]2[C:13]([OH:15])=[CH:14][C:9]([OH:8])=[C:10]([C:34]3[N:38]([CH2:39][CH2:40][CH2:41][O:42][CH3:43])[N:37]=[N:36][N:35]=3)[CH:11]=2)[CH:28]=1)([CH3:31])[CH3:30], predict the reactants needed to synthesize it. The reactants are: C([O:8][C:9]1[CH:14]=[C:13]([O:15]CC2C=CC=CC=2)[C:12]([C:23]2[CH:28]=[C:27]([CH:29]([CH3:31])[CH3:30])[CH:26]=[CH:25][C:24]=2[O:32][CH3:33])=[CH:11][C:10]=1[C:34]1[N:38]([CH2:39][CH2:40][CH2:41][O:42][CH3:43])[N:37]=[N:36][N:35]=1)C1C=CC=CC=1.[H][H]. (2) Given the product [Cl:1][C:2]1[CH:18]=[C:17]([F:19])[C:16]([NH:20][C:22]([O:24][CH2:25][CH3:26])=[O:23])=[CH:15][C:3]=1[C:4]([NH:6][S:7]([N:10]([CH:12]([CH3:14])[CH3:13])[CH3:11])(=[O:9])=[O:8])=[O:5], predict the reactants needed to synthesize it. The reactants are: [Cl:1][C:2]1[CH:18]=[C:17]([F:19])[C:16]([NH2:20])=[CH:15][C:3]=1[C:4]([NH:6][S:7]([N:10]([CH:12]([CH3:14])[CH3:13])[CH3:11])(=[O:9])=[O:8])=[O:5].Cl[C:22]([O:24][CH2:25][CH3:26])=[O:23]. (3) Given the product [CH3:1][C:2]1[C:10]2[CH2:9][O:8][C:7](=[O:11])[C:6]=2[CH:5]=[CH:4][C:3]=1[S:12]([CH2:13][CH:14]1[CH2:19][CH2:18][N:17]([C:20]([O:22][C:23]([CH3:26])([CH3:25])[CH3:24])=[O:21])[CH2:16][CH2:15]1)=[O:35], predict the reactants needed to synthesize it. The reactants are: [CH3:1][C:2]1[C:10]2[CH2:9][O:8][C:7](=[O:11])[C:6]=2[CH:5]=[CH:4][C:3]=1[S:12][CH2:13][CH:14]1[CH2:19][CH2:18][N:17]([C:20]([O:22][C:23]([CH3:26])([CH3:25])[CH3:24])=[O:21])[CH2:16][CH2:15]1.ClC1C=CC=C(C(OO)=[O:35])C=1. (4) Given the product [Cl:1][C:2]1[S:6][C:5]([C:7]([NH:26][C@H:27]([CH2:28][N:29]2[C:37](=[O:38])[C:36]3[C:31](=[CH:32][CH:33]=[CH:34][CH:35]=3)[C:30]2=[O:39])[CH2:40][CH:41]2[CH2:46][CH2:45][CH2:44][CH2:43][CH2:42]2)=[O:9])=[CH:4][C:3]=1[C:10]1[N:14]([CH3:15])[N:13]=[CH:12][C:11]=1[Cl:16], predict the reactants needed to synthesize it. The reactants are: [Cl:1][C:2]1[S:6][C:5]([C:7]([OH:9])=O)=[CH:4][C:3]=1[C:10]1[N:14]([CH3:15])[N:13]=[CH:12][C:11]=1[Cl:16].C(N(CC)C(C)C)(C)C.[NH2:26][C@@H:27]([CH2:40][CH:41]1[CH2:46][CH2:45][CH2:44][CH2:43][CH2:42]1)[CH2:28][N:29]1[C:37](=[O:38])[C:36]2[C:31](=[CH:32][CH:33]=[CH:34][CH:35]=2)[C:30]1=[O:39].CC(OC(N[C@H](C(O)=O)CC1C=CC=CC=1C(F)(F)F)=O)(C)C.F[P-](F)(F)(F)(F)F.Br[P+](N1CCCC1)(N1CCCC1)N1CCCC1.